This data is from Peptide-MHC class II binding affinity with 134,281 pairs from IEDB. The task is: Regression. Given a peptide amino acid sequence and an MHC pseudo amino acid sequence, predict their binding affinity value. This is MHC class II binding data. The peptide sequence is TSCSLMHTAVDLVNE. The MHC is DRB1_1501 with pseudo-sequence DRB1_1501. The binding affinity (normalized) is 0.386.